Dataset: Catalyst prediction with 721,799 reactions and 888 catalyst types from USPTO. Task: Predict which catalyst facilitates the given reaction. (1) Reactant: [Na].[O:2]1[CH2:7][CH2:6][N:5]([CH2:8][CH2:9][CH2:10][OH:11])[CH2:4][CH2:3]1.[Br:12][C:13]1[CH:14]=[C:15]([NH:19][C:20]2[C:29]3[C:24](=[CH:25][C:26](F)=[C:27]([N+:30]([O-:32])=[O:31])[CH:28]=3)[N:23]=[CH:22][N:21]=2)[CH:16]=[CH:17][CH:18]=1. Product: [Br:12][C:13]1[CH:14]=[C:15]([NH:19][C:20]2[C:29]3[C:24](=[CH:25][C:26]([O:11][CH2:10][CH2:9][CH2:8][N:5]4[CH2:6][CH2:7][O:2][CH2:3][CH2:4]4)=[C:27]([N+:30]([O-:32])=[O:31])[CH:28]=3)[N:23]=[CH:22][N:21]=2)[CH:16]=[CH:17][CH:18]=1. The catalyst class is: 20. (2) Reactant: [CH2:1]([O:8][C:9]([NH:11][C@@H:12]([CH:17]1[CH2:26][CH2:25][C:20]2(OCC[O:21]2)[CH2:19][CH2:18]1)[C:13]([O:15][CH3:16])=[O:14])=[O:10])[C:2]1[CH:7]=[CH:6][CH:5]=[CH:4][CH:3]=1.Cl. Product: [CH2:1]([O:8][C:9]([NH:11][C@@H:12]([CH:17]1[CH2:18][CH2:19][C:20](=[O:21])[CH2:25][CH2:26]1)[C:13]([O:15][CH3:16])=[O:14])=[O:10])[C:2]1[CH:7]=[CH:6][CH:5]=[CH:4][CH:3]=1. The catalyst class is: 56. (3) Reactant: [CH3:1][C:2]1[C:19]([O:20]C(=O)C)=[CH:18][C:5]2[CH:6]=[C:7]([C:9](=[O:17])[CH2:10][N:11]3[CH2:16][CH2:15][O:14][CH2:13][CH2:12]3)[O:8][C:4]=2[C:3]=1[CH3:24].[BH4-].[Na+].O. Product: [OH:17][CH:9]([C:7]1[O:8][C:4]2[C:3]([CH3:24])=[C:2]([CH3:1])[C:19]([OH:20])=[CH:18][C:5]=2[CH:6]=1)[CH2:10][N:11]1[CH2:12][CH2:13][O:14][CH2:15][CH2:16]1. The catalyst class is: 5. (4) Reactant: [O:1]1[C:5]2[CH:6]=[CH:7][CH:8]=[CH:9][C:4]=2[C:3]([CH2:10][C:11]([OH:13])=O)=[N:2]1.C(N=C=NCCCN(C)C)C.[C:25]1([S:31]([NH2:34])(=[O:33])=[O:32])[CH:30]=[CH:29][CH:28]=[CH:27][CH:26]=1. Product: [O:1]1[C:5]2[CH:6]=[CH:7][CH:8]=[CH:9][C:4]=2[C:3]([CH2:10][C:11]([NH:34][S:31]([C:25]2[CH:30]=[CH:29][CH:28]=[CH:27][CH:26]=2)(=[O:33])=[O:32])=[O:13])=[N:2]1. The catalyst class is: 172. (5) Reactant: [CH:1]1([C:5]2[O:9][N:8]=[C:7]([C:10]3[C:15]([Cl:16])=[CH:14][CH:13]=[CH:12][C:11]=3[Cl:17])[C:6]=2[CH2:18][OH:19])[CH2:4][CH2:3][CH2:2]1.O[C:21]1[CH:26]=[CH:25][C:24]([C:27]2[CH:28]=[C:29]3[C:34](=[CH:35][CH:36]=2)[C:33]([C:37]([O:39][CH3:40])=[O:38])=[CH:32][CH:31]=[CH:30]3)=[CH:23][CH:22]=1.C1(P(C2C=CC=CC=2)C2C=CC=CC=2)C=CC=CC=1.N(C(OC(C)C)=O)=NC(OC(C)C)=O. Product: [CH:1]1([C:5]2[O:9][N:8]=[C:7]([C:10]3[C:11]([Cl:17])=[CH:12][CH:13]=[CH:14][C:15]=3[Cl:16])[C:6]=2[CH2:18][O:19][C:21]2[CH:22]=[CH:23][C:24]([C:27]3[CH:28]=[C:29]4[C:34](=[CH:35][CH:36]=3)[C:33]([C:37]([O:39][CH3:40])=[O:38])=[CH:32][CH:31]=[CH:30]4)=[CH:25][CH:26]=2)[CH2:2][CH2:3][CH2:4]1. The catalyst class is: 4. (6) Reactant: [CH3:1][C:2]1[C:3](=O)[C:4]([C:8]([O:10][CH2:11][CH3:12])=[O:9])=[CH:5][NH:6][CH:7]=1.[N-:14]=[N+:15]=[N-:16].[Na+]. The catalyst class is: 286. Product: [N:14]([C:3]1[C:2]([CH3:1])=[CH:7][N:6]=[CH:5][C:4]=1[C:8]([O:10][CH2:11][CH3:12])=[O:9])=[N+:15]=[N-:16]. (7) Reactant: Cl.[NH2:2][CH2:3][C:4](=O)[CH2:5][CH2:6][C:7]([OH:9])=[O:8].[C:11]1(=O)[CH2:17][CH2:16][CH2:15][CH2:14][C:13](=[O:18])[CH2:12]1.C([O-])(=O)C.[Na+]. Product: [O:18]=[C:13]1[C:12]2[C:4]([CH2:5][CH2:6][C:7]([OH:9])=[O:8])=[CH:3][NH:2][C:11]=2[CH2:17][CH2:16][CH2:15][CH2:14]1. The catalyst class is: 6.